The task is: Predict the reactants needed to synthesize the given product.. This data is from Full USPTO retrosynthesis dataset with 1.9M reactions from patents (1976-2016). Given the product [CH2:28]([N:25]1[C:24]2=[C:19]([O:18][C:17]3[CH:16]=[CH:15][C:14]([NH:29][C:30]([NH:32][C:33](=[O:41])[CH2:34][C:35]4[CH:36]=[CH:37][CH:38]=[CH:39][CH:40]=4)=[S:31])=[CH:13][C:12]=3[F:11])[N:20]=[CH:21][CH:22]=[C:23]2[CH:27]=[CH:26]1)[C:43]1[CH:48]=[CH:47][CH:46]=[CH:45][CH:44]=1, predict the reactants needed to synthesize it. The reactants are: ClC1N=CC=C2C=CNC=12.[F:11][C:12]1[CH:13]=[C:14]([NH:29][C:30]([NH:32][C:33](=[O:41])[CH2:34][C:35]2[CH:40]=[CH:39][CH:38]=[CH:37][CH:36]=2)=[S:31])[CH:15]=[CH:16][C:17]=1[O:18][C:19]1[N:20]=[CH:21][CH:22]=[C:23]2[CH:27]=[CH:26][N:25]([CH3:28])[C:24]=12.C(Br)[C:43]1[CH:48]=[CH:47][CH:46]=[CH:45][CH:44]=1.CI.